Dataset: Full USPTO retrosynthesis dataset with 1.9M reactions from patents (1976-2016). Task: Predict the reactants needed to synthesize the given product. (1) Given the product [Br:1][C:2]1[CH:3]=[C:4]2[C:8](=[CH:9][CH:10]=1)[N:7]([CH:26]1[CH2:25][CH2:24][CH2:23][CH2:28][O:27]1)[N:6]=[C:5]2[F:11], predict the reactants needed to synthesize it. The reactants are: [Br:1][C:2]1[CH:3]=[C:4]2[C:8](=[CH:9][CH:10]=1)[NH:7][N:6]=[C:5]2[F:11].CC1C=CC(S(O)(=O)=O)=CC=1.[CH2:23]1[CH2:28][O:27][CH:26]=[CH:25][CH2:24]1. (2) Given the product [ClH:25].[CH3:19][O:20][C:21]1[CH:22]=[C:23]([CH:26]=[CH:27][CH:28]=1)[CH2:24][S:18][C:9]1[NH:8][C@H:7]([C:1]2[CH:2]=[CH:3][CH:4]=[CH:5][CH:6]=2)[C@H:11]([C:12]2[CH:13]=[CH:14][CH:15]=[CH:16][CH:17]=2)[N:10]=1, predict the reactants needed to synthesize it. The reactants are: [C:1]1([C@H:7]2[C@@H:11]([C:12]3[CH:17]=[CH:16][CH:15]=[CH:14][CH:13]=3)[NH:10][C:9](=[S:18])[NH:8]2)[CH:6]=[CH:5][CH:4]=[CH:3][CH:2]=1.[CH3:19][O:20][C:21]1[CH:22]=[C:23]([CH:26]=[CH:27][CH:28]=1)[CH2:24][Cl:25]. (3) Given the product [C:1]1([CH2:7][CH2:8][NH:9][C:10]2[N:18]=[C:17]3[C:13]([N:14]=[C:15]([C:36]4[O:37][CH:38]=[CH:39][CH:40]=4)[N:16]3[CH2:19][CH3:20])=[C:12]([NH2:22])[N:11]=2)[CH:6]=[CH:5][CH:4]=[CH:3][CH:2]=1, predict the reactants needed to synthesize it. The reactants are: [C:1]1([CH2:7][CH2:8][NH:9][C:10]2[N:18]=[C:17]3[C:13]([N:14]=[C:15](Br)[N:16]3[CH2:19][CH3:20])=[C:12]([NH2:22])[N:11]=2)[CH:6]=[CH:5][CH:4]=[CH:3][CH:2]=1.C([Sn]([C:36]1[O:37][CH:38]=[CH:39][CH:40]=1)(CCCC)CCCC)CCC. (4) The reactants are: [Br:1][C:2]1[CH:11]=[C:10]2[C:5]([C:6](Cl)=[C:7]([N+:12]([O-:14])=[O:13])[CH:8]=[N:9]2)=[N:4][CH:3]=1.C(N(CC)CC)C.[NH2:23][CH2:24][CH2:25][CH2:26][OH:27].O. Given the product [Br:1][C:2]1[CH:11]=[C:10]2[C:5]([C:6]([NH:23][CH2:24][CH2:25][CH2:26][OH:27])=[C:7]([N+:12]([O-:14])=[O:13])[CH:8]=[N:9]2)=[N:4][CH:3]=1, predict the reactants needed to synthesize it. (5) The reactants are: [Br:1][C:2]1[CH:7]=[CH:6][C:5](/[C:8](=[N:22]\[O:23][CH2:24][CH3:25])/[CH:9]2[CH2:14][CH2:13][N:12]([C:15]3([CH3:21])[CH2:20][CH2:19][NH:18][CH2:17][CH2:16]3)[CH2:11][CH2:10]2)=[CH:4][CH:3]=1.[CH2:26]([N:28]1[C:36]2[C:31](=[CH:32][C:33]([C:37](O)=[O:38])=[CH:34][CH:35]=2)[CH:30]=[CH:29]1)[CH3:27].CCN(CC)CC.CN(C(ON1N=NC2C=CC=NC1=2)=[N+](C)C)C.F[P-](F)(F)(F)(F)F. Given the product [Br:1][C:2]1[CH:7]=[CH:6][C:5](/[C:8](=[N:22]\[O:23][CH2:24][CH3:25])/[CH:9]2[CH2:10][CH2:11][N:12]([C:15]3([CH3:21])[CH2:20][CH2:19][N:18]([C:37]([C:33]4[CH:32]=[C:31]5[C:36](=[CH:35][CH:34]=4)[N:28]([CH2:26][CH3:27])[CH:29]=[CH:30]5)=[O:38])[CH2:17][CH2:16]3)[CH2:13][CH2:14]2)=[CH:4][CH:3]=1, predict the reactants needed to synthesize it. (6) Given the product [F:38][C:37]([F:40])([F:39])[S:34]([O:1][C:2]1[CH2:6][CH2:5][N:4]([C:7]([O:9][CH2:10][C:11]2[CH:16]=[CH:15][CH:14]=[CH:13][CH:12]=2)=[O:8])[CH:3]=1)(=[O:36])=[O:35], predict the reactants needed to synthesize it. The reactants are: [O:1]=[C:2]1[CH2:6][CH2:5][N:4]([C:7]([O:9][CH2:10][C:11]2[CH:16]=[CH:15][CH:14]=[CH:13][CH:12]=2)=[O:8])[CH2:3]1.C[Si]([N-][Si](C)(C)C)(C)C.[Li+].C1C=CC(N([S:34]([C:37]([F:40])([F:39])[F:38])(=[O:36])=[O:35])[S:34]([C:37]([F:40])([F:39])[F:38])(=[O:36])=[O:35])=CC=1. (7) Given the product [CH3:10][O:9][C:8]1[C:3]([O:2][CH2:1][O:20][CH3:17])=[C:4]([C:14]2[CH:25]=[C:26]3[C:30](=[CH:31][CH:32]=2)[C:29](=[O:33])[NH:28][CH2:27]3)[CH:5]=[CH:6][C:7]=1[O:37][CH3:36], predict the reactants needed to synthesize it. The reactants are: [CH3:1][O:2][C:3]1[C:4]([CH2:14]OC)=[C:5](B(O)O)[CH:6]=[CH:7][C:8]=1[O:9][CH3:10].[C:17](=[O:20])([O-])[O-].[Cs+].[Cs+].BrC1[CH:25]=[C:26]2[C:30](=[CH:31][CH:32]=1)[C:29](=[O:33])[NH:28][CH2:27]2.CN(C)[CH:36]=[O:37]. (8) Given the product [CH3:16][C:7]1([CH3:17])[C@H:6](/[CH:5]=[C:4](\[CH3:18])/[CH:3]=[N:2][O:1][CH2:20][CH2:21][CH3:22])[C@H:8]1[C:9]([O:11][C:12]([CH3:15])([CH3:14])[CH3:13])=[O:10], predict the reactants needed to synthesize it. The reactants are: [OH:1][N:2]=[CH:3]/[C:4](/[CH3:18])=[CH:5]/[C@@H:6]1[C@@H:8]([C:9]([O:11][C:12]([CH3:15])([CH3:14])[CH3:13])=[O:10])[C:7]1([CH3:17])[CH3:16].I[CH2:20][CH2:21][CH3:22].[OH-].[Na+].Cl.